Dataset: NCI-60 drug combinations with 297,098 pairs across 59 cell lines. Task: Regression. Given two drug SMILES strings and cell line genomic features, predict the synergy score measuring deviation from expected non-interaction effect. (1) Drug 1: CS(=O)(=O)C1=CC(=C(C=C1)C(=O)NC2=CC(=C(C=C2)Cl)C3=CC=CC=N3)Cl. Drug 2: COC1=C2C(=CC3=C1OC=C3)C=CC(=O)O2. Cell line: SW-620. Synergy scores: CSS=-7.99, Synergy_ZIP=1.52, Synergy_Bliss=-3.29, Synergy_Loewe=-4.40, Synergy_HSA=-5.94. (2) Drug 1: C1=CC(=CC=C1CCC2=CNC3=C2C(=O)NC(=N3)N)C(=O)NC(CCC(=O)O)C(=O)O. Synergy scores: CSS=19.6, Synergy_ZIP=-0.160, Synergy_Bliss=0.274, Synergy_Loewe=0.931, Synergy_HSA=1.01. Drug 2: CCCCC(=O)OCC(=O)C1(CC(C2=C(C1)C(=C3C(=C2O)C(=O)C4=C(C3=O)C=CC=C4OC)O)OC5CC(C(C(O5)C)O)NC(=O)C(F)(F)F)O. Cell line: KM12. (3) Drug 1: CC1OCC2C(O1)C(C(C(O2)OC3C4COC(=O)C4C(C5=CC6=C(C=C35)OCO6)C7=CC(=C(C(=C7)OC)O)OC)O)O. Drug 2: C1=NC2=C(N1)C(=S)N=CN2. Cell line: OVCAR3. Synergy scores: CSS=34.5, Synergy_ZIP=-18.0, Synergy_Bliss=-24.4, Synergy_Loewe=-22.7, Synergy_HSA=-19.8. (4) Drug 1: CN(CCCl)CCCl.Cl. Drug 2: CC(C)CN1C=NC2=C1C3=CC=CC=C3N=C2N. Cell line: EKVX. Synergy scores: CSS=7.91, Synergy_ZIP=-3.09, Synergy_Bliss=-1.48, Synergy_Loewe=-1.37, Synergy_HSA=-0.907. (5) Cell line: U251. Synergy scores: CSS=52.9, Synergy_ZIP=0.129, Synergy_Bliss=0.0134, Synergy_Loewe=-33.3, Synergy_HSA=0.164. Drug 2: CC(C)(C#N)C1=CC(=CC(=C1)CN2C=NC=N2)C(C)(C)C#N. Drug 1: CCC1=C2CN3C(=CC4=C(C3=O)COC(=O)C4(CC)O)C2=NC5=C1C=C(C=C5)O. (6) Drug 1: CCCS(=O)(=O)NC1=C(C(=C(C=C1)F)C(=O)C2=CNC3=C2C=C(C=N3)C4=CC=C(C=C4)Cl)F. Drug 2: CC(C)(C#N)C1=CC(=CC(=C1)CN2C=NC=N2)C(C)(C)C#N. Cell line: MDA-MB-231. Synergy scores: CSS=3.17, Synergy_ZIP=1.43, Synergy_Bliss=2.49, Synergy_Loewe=1.04, Synergy_HSA=0.432.